Dataset: NCI-60 drug combinations with 297,098 pairs across 59 cell lines. Task: Regression. Given two drug SMILES strings and cell line genomic features, predict the synergy score measuring deviation from expected non-interaction effect. (1) Drug 1: CN(CCCl)CCCl.Cl. Drug 2: C(CCl)NC(=O)N(CCCl)N=O. Cell line: SK-MEL-28. Synergy scores: CSS=5.63, Synergy_ZIP=-3.34, Synergy_Bliss=0.712, Synergy_Loewe=-0.247, Synergy_HSA=1.19. (2) Drug 1: CC1=C2C(C(=O)C3(C(CC4C(C3C(C(C2(C)C)(CC1OC(=O)C(C(C5=CC=CC=C5)NC(=O)OC(C)(C)C)O)O)OC(=O)C6=CC=CC=C6)(CO4)OC(=O)C)OC)C)OC. Drug 2: C1=CC(=C2C(=C1NCCNCCO)C(=O)C3=C(C=CC(=C3C2=O)O)O)NCCNCCO. Cell line: MCF7. Synergy scores: CSS=52.8, Synergy_ZIP=-2.17, Synergy_Bliss=-1.99, Synergy_Loewe=4.94, Synergy_HSA=6.70. (3) Drug 1: C1C(C(OC1N2C=NC(=NC2=O)N)CO)O. Drug 2: CC12CCC3C(C1CCC2OP(=O)(O)O)CCC4=C3C=CC(=C4)OC(=O)N(CCCl)CCCl.[Na+]. Cell line: IGROV1. Synergy scores: CSS=6.92, Synergy_ZIP=-1.67, Synergy_Bliss=1.43, Synergy_Loewe=-0.853, Synergy_HSA=-0.0469. (4) Drug 1: CC12CCC3C(C1CCC2=O)CC(=C)C4=CC(=O)C=CC34C. Drug 2: C1=NC2=C(N1)C(=S)N=CN2. Cell line: IGROV1. Synergy scores: CSS=31.5, Synergy_ZIP=0.323, Synergy_Bliss=1.11, Synergy_Loewe=-2.23, Synergy_HSA=0.747. (5) Drug 1: C1=CN(C=N1)CC(O)(P(=O)(O)O)P(=O)(O)O. Drug 2: C(CCl)NC(=O)N(CCCl)N=O. Cell line: OVCAR-4. Synergy scores: CSS=-2.24, Synergy_ZIP=-0.148, Synergy_Bliss=-2.14, Synergy_Loewe=-4.77, Synergy_HSA=-4.29. (6) Drug 1: CC1=C2C(C(=O)C3(C(CC4C(C3C(C(C2(C)C)(CC1OC(=O)C(C(C5=CC=CC=C5)NC(=O)OC(C)(C)C)O)O)OC(=O)C6=CC=CC=C6)(CO4)OC(=O)C)OC)C)OC. Drug 2: CCN(CC)CCNC(=O)C1=C(NC(=C1C)C=C2C3=C(C=CC(=C3)F)NC2=O)C. Cell line: ACHN. Synergy scores: CSS=37.6, Synergy_ZIP=0.660, Synergy_Bliss=1.14, Synergy_Loewe=-8.93, Synergy_HSA=1.23. (7) Drug 2: CN1C(=O)N2C=NC(=C2N=N1)C(=O)N. Cell line: RXF 393. Drug 1: CC1C(C(CC(O1)OC2CC(CC3=C2C(=C4C(=C3O)C(=O)C5=C(C4=O)C(=CC=C5)OC)O)(C(=O)C)O)N)O.Cl. Synergy scores: CSS=5.75, Synergy_ZIP=-2.09, Synergy_Bliss=0.501, Synergy_Loewe=-17.4, Synergy_HSA=-1.20. (8) Drug 1: CC12CCC3C(C1CCC2=O)CC(=C)C4=CC(=O)C=CC34C. Drug 2: CS(=O)(=O)OCCCCOS(=O)(=O)C. Cell line: U251. Synergy scores: CSS=42.1, Synergy_ZIP=-3.79, Synergy_Bliss=0.863, Synergy_Loewe=-15.3, Synergy_HSA=1.80. (9) Cell line: OVCAR-5. Synergy scores: CSS=20.1, Synergy_ZIP=2.39, Synergy_Bliss=6.76, Synergy_Loewe=3.29, Synergy_HSA=5.21. Drug 2: CCC1(CC2CC(C3=C(CCN(C2)C1)C4=CC=CC=C4N3)(C5=C(C=C6C(=C5)C78CCN9C7C(C=CC9)(C(C(C8N6C=O)(C(=O)OC)O)OC(=O)C)CC)OC)C(=O)OC)O.OS(=O)(=O)O. Drug 1: CC(C1=C(C=CC(=C1Cl)F)Cl)OC2=C(N=CC(=C2)C3=CN(N=C3)C4CCNCC4)N. (10) Drug 1: CC1CCC2CC(C(=CC=CC=CC(CC(C(=O)C(C(C(=CC(C(=O)CC(OC(=O)C3CCCCN3C(=O)C(=O)C1(O2)O)C(C)CC4CCC(C(C4)OC)OCCO)C)C)O)OC)C)C)C)OC. Drug 2: C1=CC=C(C(=C1)C(C2=CC=C(C=C2)Cl)C(Cl)Cl)Cl. Cell line: A498. Synergy scores: CSS=4.18, Synergy_ZIP=3.74, Synergy_Bliss=8.06, Synergy_Loewe=7.83, Synergy_HSA=7.28.